This data is from Reaction yield outcomes from USPTO patents with 853,638 reactions. The task is: Predict the reaction yield, written as a fraction of the theoretical maximum amount of product (1.0 means a 100% yield; for example, 0.34 means a 34% yield). (1) The reactants are [F:1][C:2]1[C:7]([C:8]([F:11])([F:10])[F:9])=[CH:6][CH:5]=[CH:4][C:3]=1[C:12](=[N:19][O:20][CH2:21][C:22]1[N:27]=[C:26]([N:28]2C(=O)C3C(=CC=CC=3)C2=O)[CH:25]=[CH:24][CH:23]=1)[C:13]1[N:17]([CH3:18])[N:16]=[N:15][N:14]=1.O.NN. The catalyst is O1CCCC1. The product is [F:1][C:2]1[C:7]([C:8]([F:10])([F:9])[F:11])=[CH:6][CH:5]=[CH:4][C:3]=1[C:12](=[N:19][O:20][CH2:21][C:22]1[N:27]=[C:26]([NH2:28])[CH:25]=[CH:24][CH:23]=1)[C:13]1[N:17]([CH3:18])[N:16]=[N:15][N:14]=1. The yield is 0.500. (2) The product is [CH3:1][O:2][C:3](=[O:21])[C:4]([C:14]1[CH:15]=[CH:16][C:17]([O:20][CH2:22][CH:24]2[CH2:25][O:26]2)=[CH:18][CH:19]=1)=[CH:5][C:6]1[CH:11]=[CH:10][C:9]([F:12])=[C:8]([CH3:13])[CH:7]=1. The reactants are [CH3:1][O:2][C:3](=[O:21])[C:4]([C:14]1[CH:19]=[CH:18][C:17]([OH:20])=[CH:16][CH:15]=1)=[CH:5][C:6]1[CH:11]=[CH:10][C:9]([F:12])=[C:8]([CH3:13])[CH:7]=1.[CH2:22]([CH:24]1[O:26][CH2:25]1)Cl.C(=O)([O-])[O-].[K+].[K+]. The catalyst is CC(O)C. The yield is 0.655. (3) The reactants are [CH2:1]=[N:2][N:3]1[CH2:9][CH2:8][CH2:7][CH2:6][CH2:5][CH2:4]1.[ClH:10].O1CCOCC1. The catalyst is C(OCC)C. The product is [ClH:10].[CH3:1][NH:2][N:3]1[CH2:9][CH2:8][CH2:7][CH2:6][CH2:5][CH2:4]1. The yield is 0.530. (4) The reactants are [NH2:1][C:2]1[NH:7][C:6](=[O:8])[CH:5]=[C:4](Cl)[N:3]=1.[NH2:10][NH2:11]. The catalyst is O. The product is [NH2:1][C:2]1[NH:7][C:6](=[O:8])[CH:5]=[C:4]([NH:10][NH2:11])[N:3]=1. The yield is 0.460. (5) The reactants are [F:1][C:2]1[CH:10]=[C:9]([F:11])[CH:8]=[C:7]2[C:3]=1[C:4]([C:12]1[N:13]=[C:14]3[C:20]([CH:21]=[O:22])=[CH:19][N:18]([CH2:23][O:24][CH2:25][CH2:26][Si:27]([CH3:30])([CH3:29])[CH3:28])[C:15]3=[N:16][CH:17]=1)=[N:5][NH:6]2.[H-].[Na+].I[CH3:34]. The catalyst is CN(C=O)C. The product is [F:1][C:2]1[CH:10]=[C:9]([F:11])[CH:8]=[C:7]2[C:3]=1[C:4]([C:12]1[N:13]=[C:14]3[C:20]([CH:21]=[O:22])=[CH:19][N:18]([CH2:23][O:24][CH2:25][CH2:26][Si:27]([CH3:30])([CH3:29])[CH3:28])[C:15]3=[N:16][CH:17]=1)=[N:5][N:6]2[CH3:34]. The yield is 0.220. (6) The product is [CH2:1]([CH:8]1[C:16]2[C:11](=[N:12][CH:13]=[C:14]([C:17]3[CH:18]=[C:19]([O:27][CH3:28])[C:20]([O:25][CH3:26])=[C:21]([O:23][CH3:24])[CH:22]=3)[CH:15]=2)[NH:10][C:9]1=[O:29])[C:2]1[CH:7]=[CH:6][CH:5]=[CH:4][CH:3]=1. The catalyst is CO. The yield is 0.130. The reactants are [CH:1](=[C:8]1[C:16]2[C:11](=[N:12][CH:13]=[C:14]([C:17]3[CH:22]=[C:21]([O:23][CH3:24])[C:20]([O:25][CH3:26])=[C:19]([O:27][CH3:28])[CH:18]=3)[CH:15]=2)[NH:10][C:9]1=[O:29])[C:2]1[CH:7]=[CH:6][CH:5]=[CH:4][CH:3]=1.C1COCC1.O.[BH4-].[Na+].